This data is from Full USPTO retrosynthesis dataset with 1.9M reactions from patents (1976-2016). The task is: Predict the reactants needed to synthesize the given product. (1) Given the product [C:13]([C:9]1[CH:8]([C:7]2[CH:16]=[CH:17][C:4]([N+:1]([O-:3])=[O:2])=[CH:5][C:6]=2[C:18]([F:19])([F:20])[F:21])[C:24]2[C:25](=[O:29])[NH:26][CH:27]=[CH:28][C:23]=2[NH:22][C:10]=1[CH3:11])(=[O:15])[CH3:14], predict the reactants needed to synthesize it. The reactants are: [N+:1]([C:4]1[CH:17]=[CH:16][C:7]([CH:8]=[C:9]([C:13](=[O:15])[CH3:14])[C:10](=O)[CH3:11])=[C:6]([C:18]([F:21])([F:20])[F:19])[CH:5]=1)([O-:3])=[O:2].[NH2:22][C:23]1[CH:28]=[CH:27][NH:26][C:25](=[O:29])[CH:24]=1. (2) Given the product [CH3:37][O:38][C:39]1[CH:46]=[C:45]([O:47][CH3:48])[CH:44]=[CH:43][C:40]=1[CH2:41][NH:1][C:2]1[CH:7]=[CH:6][C:5]([O:8][CH3:9])=[CH:4][C:3]=1[C:10]([C:12]1[CH:17]=[CH:16][CH:15]=[C:14]([F:18])[CH:13]=1)=[O:11], predict the reactants needed to synthesize it. The reactants are: [NH2:1][C:2]1[CH:7]=[CH:6][C:5]([O:8][CH3:9])=[CH:4][C:3]=1[C:10]([C:12]1[CH:17]=[CH:16][CH:15]=[C:14]([F:18])[CH:13]=1)=[O:11].C(O[BH-](OC(=O)C)OC(=O)C)(=O)C.[Na+].C(O)(=O)C.[CH3:37][O:38][C:39]1[CH:46]=[C:45]([O:47][CH3:48])[CH:44]=[CH:43][C:40]=1[CH:41]=O.